From a dataset of TCR-epitope binding with 47,182 pairs between 192 epitopes and 23,139 TCRs. Binary Classification. Given a T-cell receptor sequence (or CDR3 region) and an epitope sequence, predict whether binding occurs between them. (1) The TCR CDR3 sequence is CASEITRDRRNTIYF. Result: 0 (the TCR does not bind to the epitope). The epitope is KLWAQCVQL. (2) The epitope is MPASWVMRI. The TCR CDR3 sequence is CASREDGASGSPDTQYF. Result: 0 (the TCR does not bind to the epitope). (3) The epitope is RPPIFIRRL. The TCR CDR3 sequence is CASRKGTSGAYEQYF. Result: 0 (the TCR does not bind to the epitope). (4) The epitope is FLLNKEMYL. Result: 0 (the TCR does not bind to the epitope). The TCR CDR3 sequence is CASSTSVNTGELFF. (5) The epitope is SEISMDNSPNL. The TCR CDR3 sequence is CASSQDLGETRNPYGYTF. Result: 0 (the TCR does not bind to the epitope). (6) The epitope is ILHCANFNV. The TCR CDR3 sequence is CASSFGTYEQYF. Result: 1 (the TCR binds to the epitope). (7) The epitope is FIAGLIAIV. The TCR CDR3 sequence is CASASGSGYNEQFF. Result: 1 (the TCR binds to the epitope). (8) The epitope is KPLEFGATSAAL. The TCR CDR3 sequence is CASVQSANYGYTF. Result: 1 (the TCR binds to the epitope).